This data is from Forward reaction prediction with 1.9M reactions from USPTO patents (1976-2016). The task is: Predict the product of the given reaction. (1) Given the reactants COCC1NC(C2C=C(C=CC=2C)C(OC)=O)=CN=1.[F:20][C:21]1[CH:30]=[CH:29][C:24]([C:25]([O:27][CH3:28])=[O:26])=[CH:23][C:22]=1I.[Br:32][CH2:33][C:34](C1C=C(C=CC=1C)C(OC)=O)=[O:35], predict the reaction product. The product is: [Br:32][CH2:33][C:34]([C:22]1[CH:23]=[C:24]([CH:29]=[CH:30][C:21]=1[F:20])[C:25]([O:27][CH3:28])=[O:26])=[O:35]. (2) Given the reactants [CH3:1][C:2]1[CH:6]=[C:5]([CH3:7])[N:4]([CH2:8][C:9]([N:11]2[CH2:16][CH2:15][N:14]([C:17]3[CH:22]=[CH:21][CH:20]=[CH:19][C:18]=3[C:23]3[CH:24]=[N:25][C:26](SC)=[N:27][CH:28]=3)[CH2:13][CH2:12]2)=[O:10])[N:3]=1.O[O:32][S:33]([O-:35])=O.[K+].[CH2:37]1COCC1, predict the reaction product. The product is: [CH3:1][C:2]1[CH:6]=[C:5]([CH3:7])[N:4]([CH2:8][C:9]([N:11]2[CH2:16][CH2:15][N:14]([C:17]3[CH:22]=[CH:21][CH:20]=[CH:19][C:18]=3[C:23]3[CH:24]=[N:25][C:26]([S:33]([CH3:37])(=[O:35])=[O:32])=[N:27][CH:28]=3)[CH2:13][CH2:12]2)=[O:10])[N:3]=1.